Dataset: Full USPTO retrosynthesis dataset with 1.9M reactions from patents (1976-2016). Task: Predict the reactants needed to synthesize the given product. (1) Given the product [OH:8][C:9]1([CH2:16][CH2:17][NH:18][C:19]2[CH:26]=[C:25]([N:27]3[C:35]4[C:30](=[C:31]([C:36]5[CH:37]=[N:38][C:39]6[C:44]([CH:45]=5)=[CH:43][CH:42]=[CH:41][CH:40]=6)[CH:32]=[CH:33][CH:34]=4)[C:29]([CH3:46])=[N:28]3)[CH:24]=[CH:23][C:20]=2[C:21]([NH2:22])=[O:3])[CH2:14][CH2:13][N:12]([CH3:15])[CH2:11][CH2:10]1, predict the reactants needed to synthesize it. The reactants are: C([OH:3])C.[OH-].[Na+].OO.[OH:8][C:9]1([CH2:16][CH2:17][NH:18][C:19]2[CH:26]=[C:25]([N:27]3[C:35]4[C:30](=[C:31]([C:36]5[CH:37]=[N:38][C:39]6[C:44]([CH:45]=5)=[CH:43][CH:42]=[CH:41][CH:40]=6)[CH:32]=[CH:33][CH:34]=4)[C:29]([CH3:46])=[N:28]3)[CH:24]=[CH:23][C:20]=2[C:21]#[N:22])[CH2:14][CH2:13][N:12]([CH3:15])[CH2:11][CH2:10]1. (2) Given the product [NH2:8][C:9]1[C:10]([Cl:18])=[C:11]([CH:14]=[CH:15][C:16]=1[Cl:17])[CH2:12][NH:13][C:3](=[O:4])[C:2]([CH3:7])([F:1])[CH3:6], predict the reactants needed to synthesize it. The reactants are: [F:1][C:2]([CH3:7])([CH3:6])[C:3](O)=[O:4].[NH2:8][C:9]1[C:10]([Cl:18])=[C:11]([CH:14]=[CH:15][C:16]=1[Cl:17])[CH2:12][NH2:13].CN(C(ON1N=NC2C=CC=CC1=2)=[N+](C)C)C.[B-](F)(F)(F)F. (3) Given the product [C:1]([C:3]1[C:12]2[C:7](=[CH:8][CH:9]=[C:10]([O:13][C:14]3[CH:19]=[CH:18][CH:17]=[CH:16][CH:15]=3)[CH:11]=2)[C:6]([OH:20])=[C:5]([C:21]([NH:25][C@H:26]([C:31]2[CH:36]=[CH:35][CH:34]=[CH:33][CH:32]=2)[CH2:27][C:28]([OH:30])=[O:29])=[O:22])[N:4]=1)#[N:2], predict the reactants needed to synthesize it. The reactants are: [C:1]([C:3]1[C:12]2[C:7](=[CH:8][CH:9]=[C:10]([O:13][C:14]3[CH:19]=[CH:18][CH:17]=[CH:16][CH:15]=3)[CH:11]=2)[C:6]([OH:20])=[C:5]([C:21](OC)=[O:22])[N:4]=1)#[N:2].[NH2:25][C@H:26]([C:31]1[CH:36]=[CH:35][CH:34]=[CH:33][CH:32]=1)[CH2:27][C:28]([OH:30])=[O:29].C[O-].[Na+]. (4) The reactants are: [Br:1][C:2]1[CH:3]=[C:4]2[C:27](=[CH:28][CH:29]=1)[C:8]1[NH:9][C:10]([C@@H:12]3[CH2:16][C@H:15]([CH2:17][O:18][CH3:19])[CH2:14][N:13]3[C:20](OC(C)(C)C)=[O:21])=[N:11][C:7]=1[CH:6]=[CH:5]2.Cl.[CH3:31][O:32][C:33]([NH:35][CH:36]([CH:40]([CH3:42])[CH3:41])C(O)=O)=[O:34].CN(C(ON1N=NC2C=CC=NC1=2)=[N+](C)C)C.F[P-](F)(F)(F)(F)F.CCN(C(C)C)C(C)C. Given the product [Br:1][C:2]1[CH:3]=[C:4]2[C:27](=[CH:28][CH:29]=1)[C:8]1[NH:9][C:10]([C@@H:12]3[CH2:16][C@H:15]([CH2:17][O:18][CH3:19])[CH2:14][N:13]3[C:20](=[O:21])[C@@H:36]([NH:35][C:33](=[O:34])[O:32][CH3:31])[CH:40]([CH3:42])[CH3:41])=[N:11][C:7]=1[CH:6]=[CH:5]2, predict the reactants needed to synthesize it. (5) Given the product [CH2:7]([C:12]1[CH:13]=[C:14]([CH:17]=[CH:18][CH:19]=1)[CH2:15][NH2:16])[CH2:8][CH2:9][CH2:10][CH3:11], predict the reactants needed to synthesize it. The reactants are: [H-].[Al+3].[Li+].[H-].[H-].[H-].[CH2:7]([C:12]1[CH:13]=[C:14]([CH:17]=[CH:18][CH:19]=1)[C:15]#[N:16])[CH2:8][CH2:9][CH2:10][CH3:11].[OH-].[Na+].